This data is from Full USPTO retrosynthesis dataset with 1.9M reactions from patents (1976-2016). The task is: Predict the reactants needed to synthesize the given product. (1) The reactants are: [NH2:1][C:2]1[CH:22]=[CH:21][C:5]([CH2:6][N:7]2[C:11]3=[N:12][C:13]([C:16]([O:18][CH3:19])=[O:17])=[CH:14][CH:15]=[C:10]3[N:9]=[C:8]2[CH3:20])=[C:4]([Cl:23])[CH:3]=1.N1C=CC=CC=1.[C:30]1([S:36](Cl)(=[O:38])=[O:37])[CH:35]=[CH:34][CH:33]=[CH:32][CH:31]=1.O. Given the product [C:30]1([S:36]([NH:1][C:2]2[CH:22]=[CH:21][C:5]([CH2:6][N:7]3[C:11]4=[N:12][C:13]([C:16]([O:18][CH3:19])=[O:17])=[CH:14][CH:15]=[C:10]4[N:9]=[C:8]3[CH3:20])=[C:4]([Cl:23])[CH:3]=2)(=[O:38])=[O:37])[CH:35]=[CH:34][CH:33]=[CH:32][CH:31]=1, predict the reactants needed to synthesize it. (2) Given the product [CH2:13]([O:12][CH2:11][CH2:10][O:8][C:5]1[CH:6]=[CH:7][C:2]([I:1])=[CH:3][CH:4]=1)[CH2:14][CH2:15][CH3:16], predict the reactants needed to synthesize it. The reactants are: [I:1][C:2]1[CH:7]=[CH:6][C:5]([OH:8])=[CH:4][CH:3]=1.Br[CH2:10][CH2:11][O:12][CH2:13][CH2:14][CH2:15][CH3:16].CN(C=O)C.C([O-])([O-])=O.[Cs+].[Cs+]. (3) Given the product [OH:9][CH2:8][C@@H:3]1[CH2:4][CH2:5][CH2:6][CH2:7][N:2]1[C:19]([C:20]1[CH:25]=[CH:24][CH:23]=[CH:22][CH:21]=1)=[O:26], predict the reactants needed to synthesize it. The reactants are: Cl.[NH:2]1[CH2:7][CH2:6][CH2:5][CH2:4][C@H:3]1[CH2:8][OH:9].CCN(C(C)C)C(C)C.[C:19](Cl)(=[O:26])[C:20]1[CH:25]=[CH:24][CH:23]=[CH:22][CH:21]=1. (4) Given the product [CH:1]([C:4]1[CH:8]=[C:7]([NH:9][C:23](=[O:24])[O:25][C:26]2[CH:31]=[CH:30][CH:29]=[CH:28][CH:27]=2)[N:6]([C:10]2[CH:11]=[N:12][CH:13]=[CH:14][CH:15]=2)[N:5]=1)([CH3:3])[CH3:2], predict the reactants needed to synthesize it. The reactants are: [CH:1]([C:4]1[CH:8]=[C:7]([NH2:9])[N:6]([C:10]2[CH:11]=[N:12][CH:13]=[CH:14][CH:15]=2)[N:5]=1)([CH3:3])[CH3:2].C(=O)([O-])[O-].[K+].[K+].Cl[C:23]([O:25][C:26]1[CH:31]=[CH:30][CH:29]=[CH:28][CH:27]=1)=[O:24]. (5) Given the product [CH2:1]([N:8]1[C:16]2[C:11](=[CH:12][CH:13]=[CH:14][CH:15]=2)[CH:10]=[C:9]1[C:17]1[CH:18]=[C:19]([NH:27][CH:28]2[CH2:33][CH2:32][N:31]([CH3:34])[CH2:30][CH2:29]2)[C:20]2[N:21]([C:23]([CH3:26])=[N:24][N:25]=2)[N:22]=1)[C:2]1[CH:3]=[CH:4][CH:5]=[CH:6][CH:7]=1, predict the reactants needed to synthesize it. The reactants are: [CH2:1]([N:8]1[C:16]2[C:11](=[CH:12][CH:13]=[CH:14][CH:15]=2)[CH:10]=[C:9]1[C:17]1[CH:18]=[C:19]([NH:27][CH:28]2[CH2:33][CH2:32][NH:31][CH2:30][CH2:29]2)[C:20]2[N:21]([C:23]([CH3:26])=[N:24][N:25]=2)[N:22]=1)[C:2]1[CH:7]=[CH:6][CH:5]=[CH:4][CH:3]=1.[C:34](O)(=O)C.C=O.